This data is from Forward reaction prediction with 1.9M reactions from USPTO patents (1976-2016). The task is: Predict the product of the given reaction. Given the reactants [C:1]([N:5]1[C@@H:9]([CH2:10][C:11]2[CH:16]=[CH:15][CH:14]=[CH:13][CH:12]=2)[CH2:8][O:7][C:6]1=[O:17])(=[O:4])[CH2:2][CH3:3].[CH:18](=[O:20])[CH3:19], predict the reaction product. The product is: [CH3:3][C@@H:2]([C@H:18]([OH:20])[CH3:19])[C:1]([N:5]1[C@@H:9]([CH2:10][C:11]2[CH:12]=[CH:13][CH:14]=[CH:15][CH:16]=2)[CH2:8][O:7][C:6]1=[O:17])=[O:4].